Dataset: Catalyst prediction with 721,799 reactions and 888 catalyst types from USPTO. Task: Predict which catalyst facilitates the given reaction. (1) Reactant: C([Li])(C)(C)C.[CH3:6][CH2:7][CH2:8][CH2:9][CH3:10].BrC1C2[C:15](=[CH:16][CH:17]=[C:18]([O:21][Si:22]([C:25]([CH3:28])([CH3:27])[CH3:26])([CH3:24])[CH3:23])C=2)[N:14]([Si:29]([C:32]([CH3:35])([CH3:34])[CH3:33])([CH3:31])[CH3:30])[CH:13]=1.C(I)C. Product: [C:32]([Si:29]([CH3:31])([CH3:30])[N:14]1[C:15]2[C:7](=[CH:6][C:18]([O:21][Si:22]([C:25]([CH3:28])([CH3:27])[CH3:26])([CH3:24])[CH3:23])=[CH:17][CH:16]=2)[C:8]([CH2:9][CH3:10])=[CH:13]1)([CH3:35])([CH3:34])[CH3:33]. The catalyst class is: 1. (2) Product: [N:18]1[CH:19]=[CH:20][CH:21]=[C:16]([CH2:15][O:12][C:10]2[CH:9]=[CH:8][C:6]3[N:7]=[C:3]([C:1]#[N:2])[S:4][C:5]=3[CH:11]=2)[CH:17]=1. Reactant: [C:1]([C:3]1[S:4][C:5]2[CH:11]=[C:10]([OH:12])[CH:9]=[CH:8][C:6]=2[N:7]=1)#[N:2].Br.Br[CH2:15][C:16]1[CH:17]=[N:18][CH:19]=[CH:20][CH:21]=1.C(=O)([O-])[O-].[Cs+].[Cs+].[I-].[Na+]. The catalyst class is: 21. (3) The catalyst class is: 24. Reactant: [F:1][C:2]1[CH:7]=[C:6]([F:8])[CH:5]=[CH:4][C:3]=1[C:9]1[C:18]([N:19]([CH3:23])[CH:20]([CH3:22])[CH3:21])=[N:17][C:16]2[C:11](=[CH:12][CH:13]=[C:14]([C:24]([O:26]C)=[O:25])[CH:15]=2)[N:10]=1.[OH-].[Na+]. Product: [F:1][C:2]1[CH:7]=[C:6]([F:8])[CH:5]=[CH:4][C:3]=1[C:9]1[C:18]([N:19]([CH3:23])[CH:20]([CH3:22])[CH3:21])=[N:17][C:16]2[C:11](=[CH:12][CH:13]=[C:14]([C:24]([OH:26])=[O:25])[CH:15]=2)[N:10]=1. (4) Reactant: C(OC(=O)[NH:6][CH2:7][C:8]1[CH:13]=[CH:12][CH:11]=[C:10]([NH:14][CH2:15][CH2:16][N:17]2[CH2:22][CH2:21][O:20][CH2:19][CH2:18]2)[CH:9]=1)(C)C.[ClH:24]. Product: [ClH:24].[NH2:6][CH2:7][C:8]1[CH:9]=[C:10]([NH:14][CH2:15][CH2:16][N:17]2[CH2:22][CH2:21][O:20][CH2:19][CH2:18]2)[CH:11]=[CH:12][CH:13]=1. The catalyst class is: 5. (5) Reactant: [NH2:1][CH2:2][CH2:3][CH2:4][NH:5][CH2:6][C:7]1[C:28]([C:29]([F:32])([F:31])[F:30])=[CH:27][C:10]([C:11]([NH:13][CH2:14][C:15]2[CH:20]=[C:19]([Cl:21])[CH:18]=[CH:17][C:16]=2[S:22]([CH2:25][CH3:26])(=[O:24])=[O:23])=[O:12])=[CH:9][C:8]=1[Cl:33].CCN(C(C)C)C(C)C.Cl[C:44](OC1C=CC([N+]([O-])=O)=CC=1)=[O:45].CN(C=O)C. Product: [Cl:33][C:8]1[CH:9]=[C:10]([CH:27]=[C:28]([C:29]([F:31])([F:32])[F:30])[C:7]=1[CH2:6][N:5]1[CH2:4][CH2:3][CH2:2][NH:1][C:44]1=[O:45])[C:11]([NH:13][CH2:14][C:15]1[CH:20]=[C:19]([Cl:21])[CH:18]=[CH:17][C:16]=1[S:22]([CH2:25][CH3:26])(=[O:24])=[O:23])=[O:12]. The catalyst class is: 2.